Task: Binary Classification. Given a drug SMILES string, predict its activity (active/inactive) in a high-throughput screening assay against a specified biological target.. Dataset: Choline transporter screen with 302,306 compounds The compound is S(=O)(=O)(N)c1ccc(Nc2scc(n2)c2ccc(F)cc2)cc1. The result is 0 (inactive).